This data is from Reaction yield outcomes from USPTO patents with 853,638 reactions. The task is: Predict the reaction yield, written as a fraction of the theoretical maximum amount of product (1.0 means a 100% yield; for example, 0.34 means a 34% yield). The product is [CH2:1]([O:3][C:4](=[C:13]([C:12]#[N:16])[C:14]#[N:15])[CH3:5])[CH3:2]. The reactants are [C:1](OCC)(OCC)([O:3][CH2:4][CH3:5])[CH3:2].[C:12](#[N:16])[CH2:13][C:14]#[N:15].C(O)(=O)C. The yield is 0.940. The catalyst is C(O)C.